From a dataset of Catalyst prediction with 721,799 reactions and 888 catalyst types from USPTO. Predict which catalyst facilitates the given reaction. (1) Reactant: OC1C=CC(C(C2C=CC(O)=CC=2)(C)C)=CC=1.ClCCOCCCl.C([O-])([O-])=O.[K+].[K+].[N+]([C:34]1[CH:35]=[C:36]([C:42]#[N:43])[C:37](=[CH:40][CH:41]=1)[C:38]#[N:39])([O-])=O.Cl. Product: [C:42](#[N:43])[C:36]1[C:37](=[CH:40][CH:41]=[CH:34][CH:35]=1)[C:38]#[N:39]. The catalyst class is: 374. (2) Product: [Cl:27][C:22]1[CH:23]=[CH:24][CH:25]=[CH:26][C:21]=1[CH2:20][S:1][C:2]1[C:11]2[C:6](=[CH:7][CH:8]=[CH:9][CH:10]=2)[CH:5]=[C:4]([OH:12])[N:3]=1. The catalyst class is: 14. Reactant: [S:1]=[C:2]1[C:11]2[C:6](=[CH:7][CH:8]=[CH:9][CH:10]=2)[CH2:5][C:4](=[O:12])[NH:3]1.C([O-])([O-])=O.[K+].[K+].Br[CH2:20][C:21]1[CH:26]=[CH:25][CH:24]=[CH:23][C:22]=1[Cl:27].C(O)(=O)CC(CC(O)=O)(C(O)=O)O. (3) Reactant: [OH-].[K+].[CH:3]1([C:9]#[C:10][CH3:11])[CH2:8][CH2:7][CH2:6][CH2:5][CH2:4]1.[SiH2:12]([CH2:15][CH3:16])[CH2:13][CH3:14]. Product: [CH:3]1([CH2:9][C:10]#[C:11][SiH:12]([CH2:15][CH3:16])[CH2:13][CH3:14])[CH2:8][CH2:7][CH2:6][CH2:5][CH2:4]1. The catalyst class is: 7. (4) Reactant: [Cl:1][C:2]1[CH:7]=[CH:6][C:5]([O:8][C:9]2[CH:16]=[CH:15][C:14]([CH2:17][O:18][C:19]3[CH:24]=[CH:23][NH:22][C:21](=[O:25])[CH:20]=3)=[CH:13][C:10]=2[C:11]#[N:12])=[CH:4][C:3]=1[C:26]([F:29])([F:28])[F:27].[H-].[Na+].Cl[CH2:33][C:34]1[CH:35]=[N:36][N:37]([CH3:39])[CH:38]=1. Product: [Cl:1][C:2]1[CH:7]=[CH:6][C:5]([O:8][C:9]2[CH:16]=[CH:15][C:14]([CH2:17][O:18][C:19]3[CH:24]=[CH:23][N:22]([CH2:33][C:34]4[CH:35]=[N:36][N:37]([CH3:39])[CH:38]=4)[C:21](=[O:25])[CH:20]=3)=[CH:13][C:10]=2[C:11]#[N:12])=[CH:4][C:3]=1[C:26]([F:29])([F:27])[F:28]. The catalyst class is: 9. (5) Reactant: [Br:1][C:2]1[CH:3]=[C:4]2[NH:10][CH:9]=[CH:8][C:5]2=[N:6][CH:7]=1.[H-].[Na+].[C:13]1([CH3:23])[CH:18]=[CH:17][C:16]([S:19](Cl)(=[O:21])=[O:20])=[CH:15][CH:14]=1. Product: [Br:1][C:2]1[CH:3]=[C:4]2[N:10]([S:19]([C:16]3[CH:17]=[CH:18][C:13]([CH3:23])=[CH:14][CH:15]=3)(=[O:21])=[O:20])[CH:9]=[CH:8][C:5]2=[N:6][CH:7]=1. The catalyst class is: 85. (6) Reactant: [CH3:1][O:2][C:3](=[O:24])[CH:4]=P(C1C=CC=CC=1)(C1C=CC=CC=1)C1C=CC=CC=1.CC([N:29]([C@H:33]([CH:42]=O)[CH2:34][CH2:35][C:36]1[CH:41]=[CH:40][CH:39]=[CH:38][CH:37]=1)[C:30](=[O:32])[O-:31])(C)C. Product: [CH3:35][C:36]([O:31][C:30]([NH:29][C@@H:33]([CH2:34][CH2:35][C:36]1[CH:37]=[CH:38][CH:39]=[CH:40][CH:41]=1)/[CH:42]=[CH:4]/[C:3]([O:2][CH3:1])=[O:24])=[O:32])([CH3:41])[CH3:37]. The catalyst class is: 28. (7) Reactant: [N+:1]([C:4]1[CH:9]=[CH:8][C:7]([N:10]2[CH2:15][CH2:14][N:13]3[CH2:16][CH2:17][CH2:18][C@@H:12]3[CH2:11]2)=[CH:6][C:5]=1[O:19][CH:20]([CH3:22])[CH3:21])([O-])=O.O.NN. Product: [CH2:11]1[N:10]([C:7]2[CH:8]=[CH:9][C:4]([NH2:1])=[C:5]([O:19][CH:20]([CH3:22])[CH3:21])[CH:6]=2)[CH2:15][CH2:14][N:13]2[CH2:16][CH2:17][CH2:18][C@H:12]12. The catalyst class is: 29. (8) Reactant: [Na].[C:2]([O:7][CH2:8][CH3:9])(=[O:6])[C:3]([O-:5])=O.[C:10]([NH:14][C:15]1[C:16]([CH3:28])=[N:17][C:18]2[C:23]([N:24]=1)=[C:22]([C:25](=[O:27])[CH3:26])[CH:21]=[CH:20][CH:19]=2)([CH3:13])([CH3:12])[CH3:11]. Product: [C:10]([NH:14][C:15]1[C:16]([CH3:28])=[N:17][C:18]2[C:23]([N:24]=1)=[C:22]([C:25](=[O:27])[CH2:26][C:3](=[O:5])[C:2]([O:7][CH2:8][CH3:9])=[O:6])[CH:21]=[CH:20][CH:19]=2)([CH3:13])([CH3:12])[CH3:11]. The catalyst class is: 88. (9) Reactant: [Br:1][C:2]1[CH:3]=[C:4]([S:11](Cl)(=[O:13])=[O:12])[C:5]2[O:9][CH2:8][CH2:7][C:6]=2[CH:10]=1.[CH3:15][O:16][C:17]([C:19]1[S:20][CH:21]=[CH:22][C:23]=1[NH2:24])=[O:18].O. Product: [CH3:15][O:16][C:17]([C:19]1[S:20][CH:21]=[CH:22][C:23]=1[NH:24][S:11]([C:4]1[C:5]2[O:9][CH2:8][CH2:7][C:6]=2[CH:10]=[C:2]([Br:1])[CH:3]=1)(=[O:13])=[O:12])=[O:18]. The catalyst class is: 17. (10) Reactant: C([O:4][C@H:5]1[C:14]2[N:13]=[C:12]([CH:15]3[CH2:20][CH2:19][O:18][CH2:17][CH2:16]3)[C:11]3[C@@H:21]([C:28]4[CH:33]=[CH:32][C:31]([C:34]([CH3:37])([CH3:36])[CH3:35])=[CH:30][CH:29]=4)[O:22][C:23]4([CH2:27][CH2:26][CH2:25][CH2:24]4)[C:10]=3[C:9]=2[C@@H:8]([O:38][Si](C(C)(C)C)(C)C)[CH2:7][C:6]1([CH3:47])[CH3:46])(=O)C.C(=O)([O-])[O-].[K+].[K+]. Product: [C:34]([C:31]1[CH:32]=[CH:33][C:28]([C@@H:21]2[C:11]3[C:12]([CH:15]4[CH2:16][CH2:17][O:18][CH2:19][CH2:20]4)=[N:13][C:14]4[C@H:5]([OH:4])[C:6]([CH3:47])([CH3:46])[CH2:7][C@H:8]([OH:38])[C:9]=4[C:10]=3[C:23]3([CH2:24][CH2:25][CH2:26][CH2:27]3)[O:22]2)=[CH:29][CH:30]=1)([CH3:35])([CH3:36])[CH3:37]. The catalyst class is: 459.